From a dataset of Full USPTO retrosynthesis dataset with 1.9M reactions from patents (1976-2016). Predict the reactants needed to synthesize the given product. (1) Given the product [CH2:1]([N:8]([CH3:30])[C:9]1[CH:10]=[CH:11][C:12]([CH2:13][NH:14][C:15]([C:17]2[CH:18]=[C:19]3[C:24](=[CH:25][CH:26]=2)[N:23]=[CH:22][CH:21]=[CH:20]3)=[O:16])=[CH:27][CH:28]=1)[C:2]1[CH:3]=[CH:4][CH:5]=[CH:6][CH:7]=1, predict the reactants needed to synthesize it. The reactants are: [CH2:1]([NH:8][C:9]1[CH:28]=[CH:27][C:12]([CH2:13][NH:14][C:15]([C:17]2[CH:18]=[C:19]3[C:24](=[CH:25][CH:26]=2)[N:23]=[CH:22][CH:21]=[CH:20]3)=[O:16])=[CH:11][CH:10]=1)[C:2]1[CH:7]=[CH:6][CH:5]=[CH:4][CH:3]=1.N1C=CC=C[C:30]=1OCC1C=CC(CNC(C2C(N)=NC(N)=CN=2)=O)=CC=1.C=O.C(=O)(O)[O-].[Na+]. (2) Given the product [CH3:1][C:2]1[CH:7]=[C:6]([N:8]2[CH2:12][CH2:11][CH:10]([N:13]3[CH2:17][CH2:16][CH2:15][CH:14]3[CH3:18])[CH2:9]2)[CH:5]=[CH:4][C:3]=1[NH:19][C:32]([C:25]1[C:26]([CH3:31])=[N:27][C:28]2[C:23]([CH:24]=1)=[CH:22][C:21]([F:20])=[CH:30][CH:29]=2)=[O:33], predict the reactants needed to synthesize it. The reactants are: [CH3:1][C:2]1[CH:7]=[C:6]([N:8]2[CH2:12][CH2:11][CH:10]([N:13]3[CH2:17][CH2:16][CH2:15][CH:14]3[CH3:18])[CH2:9]2)[CH:5]=[CH:4][C:3]=1[NH2:19].[F:20][C:21]1[CH:22]=[C:23]2[C:28](=[CH:29][CH:30]=1)[N:27]=[C:26]([CH3:31])[C:25]([C:32](O)=[O:33])=[CH:24]2. (3) Given the product [C:1]([C:4]1[CH:9]=[CH:8][C:7]([C:10]2[C:18]3[C:13](=[CH:14][CH:15]=[CH:16][CH:17]=3)[N:12]([CH2:19][C:20]3[CH:21]=[C:22]([C:27]4[CH:28]=[CH:29][C:30]([C:33]([OH:35])=[O:34])=[CH:31][CH:32]=4)[CH:23]=[CH:24][C:25]=3[CH3:26])[C:11]=2[C:37]([OH:39])=[O:38])=[CH:6][CH:5]=1)(=[O:3])[CH3:2], predict the reactants needed to synthesize it. The reactants are: [C:1]([C:4]1[CH:9]=[CH:8][C:7]([C:10]2[C:18]3[C:13](=[CH:14][CH:15]=[CH:16][CH:17]=3)[N:12]([CH2:19][C:20]3[CH:21]=[C:22]([C:27]4[CH:32]=[CH:31][C:30]([C:33]([O:35]C)=[O:34])=[CH:29][CH:28]=4)[CH:23]=[CH:24][C:25]=3[CH3:26])[C:11]=2[C:37]([O:39]CC)=[O:38])=[CH:6][CH:5]=1)(=[O:3])[CH3:2].[OH-].[Na+]. (4) Given the product [CH3:1][O:2][C:3](=[O:23])[CH2:4][C:5]1[CH:10]=[CH:9][C:8]([O:11][CH3:12])=[C:7]([O:13][C:14]2[CH:19]=[CH:18][C:17]([Br:20])=[CH:16][C:15]=2[CH2:21][N:38]2[C@H:37]([CH3:42])[C@H:36]([C:28]3[CH:29]=[C:30]([C:32]([F:34])([F:35])[F:33])[CH:31]=[C:26]([C:25]([F:24])([F:43])[F:44])[CH:27]=3)[O:40][C:39]2=[O:41])[CH:6]=1, predict the reactants needed to synthesize it. The reactants are: [CH3:1][O:2][C:3](=[O:23])[CH2:4][C:5]1[CH:10]=[CH:9][C:8]([O:11][CH3:12])=[C:7]([O:13][C:14]2[CH:19]=[CH:18][C:17]([Br:20])=[CH:16][C:15]=2[CH2:21]Br)[CH:6]=1.[F:24][C:25]([F:44])([F:43])[C:26]1[CH:27]=[C:28]([C@@H:36]2[O:40][C:39](=[O:41])[NH:38][C@@H:37]2[CH3:42])[CH:29]=[C:30]([C:32]([F:35])([F:34])[F:33])[CH:31]=1. (5) Given the product [CH3:1][C:2]1[N:3]=[C:4]([C:9]2[CH:10]=[CH:11][C:12]([C:15]([F:18])([F:16])[F:17])=[CH:13][CH:14]=2)[O:5][C:6]=1[CH:7]=[O:8], predict the reactants needed to synthesize it. The reactants are: [CH3:1][C:2]1[N:3]=[C:4]([C:9]2[CH:14]=[CH:13][C:12]([C:15]([F:18])([F:17])[F:16])=[CH:11][CH:10]=2)[O:5][C:6]=1[CH2:7][OH:8].CC1N=C(C2C=CC(C(F)(F)F)=CC=2)OC=1C=O.ClCCl.CC(OI1(OC(C)=O)(OC(C)=O)OC(=O)C2C=CC=CC1=2)=O.